From a dataset of Reaction yield outcomes from USPTO patents with 853,638 reactions. Predict the reaction yield, written as a fraction of the theoretical maximum amount of product (1.0 means a 100% yield; for example, 0.34 means a 34% yield). (1) The reactants are [Cl:1][C:2]1[CH:7]=[C:6]([I:8])[CH:5]=[CH:4][C:3]=1[NH:9][C:10](=O)[CH3:11].C(Cl)Cl.[N-:16]=[N+:17]=[N-:18].[Na+].FC(F)(F)S(OS(C(F)(F)F)(=O)=O)(=O)=O. The catalyst is C(#N)C. The product is [Cl:1][C:2]1[CH:7]=[C:6]([I:8])[CH:5]=[CH:4][C:3]=1[N:9]1[C:10]([CH3:11])=[N:18][N:17]=[N:16]1. The yield is 0.590. (2) The reactants are C(=O)([O-])[O-].[Na+].[Na+].[C:7](OC=C)(=O)[CH3:8].[CH2:13]([C:15]1([CH2:19][O:20][CH:21]2[CH2:26][CH2:25][CH:24]([OH:27])[CH2:23][CH2:22]2)[CH2:18][O:17][CH2:16]1)[CH3:14]. The catalyst is C1(C)C=CC=CC=1. The product is [CH2:13]([C:15]1([CH2:19][O:20][CH:21]2[CH2:22][CH2:23][CH:24]([O:27][CH:7]=[CH2:8])[CH2:25][CH2:26]2)[CH2:18][O:17][CH2:16]1)[CH3:14]. The yield is 0.920. (3) The reactants are [F:1][C:2]1[CH:3]=[CH:4][C:5]([C:12]2[NH:16][N:15]=[CH:14][CH:13]=2)=[C:6]([CH:11]=1)[C:7]([O:9]C)=[O:8].[Li+].[OH-]. The catalyst is CCO. The product is [F:1][C:2]1[CH:3]=[CH:4][C:5]([C:12]2[NH:16][N:15]=[CH:14][CH:13]=2)=[C:6]([CH:11]=1)[C:7]([OH:9])=[O:8]. The yield is 0.440. (4) The reactants are Cl.[NH2:2][C@H:3]1[CH2:8][CH2:7][CH2:6][CH2:5][C@H:4]1[CH2:9][OH:10].CCN(CC)CC.[CH3:18][C:19]([O:22][C:23](O[C:23]([O:22][C:19]([CH3:21])([CH3:20])[CH3:18])=[O:24])=[O:24])([CH3:21])[CH3:20]. No catalyst specified. The product is [C:19]([O:22][C:23](=[O:24])[NH:2][C@@H:3]1[CH2:8][CH2:7][CH2:6][CH2:5][C@@H:4]1[CH2:9][OH:10])([CH3:21])([CH3:20])[CH3:18]. The yield is 0.980. (5) The reactants are [F:1][C:2]([F:20])([F:19])[O:3][C:4]1[CH:9]=[C:8]([N:10]=NC2C=CC=CC=2)[CH:7]=[CH:6][C:5]=1[OH:18]. The catalyst is C(O)C.[Pd]. The product is [NH2:10][C:8]1[CH:7]=[CH:6][C:5]([OH:18])=[C:4]([O:3][C:2]([F:1])([F:19])[F:20])[CH:9]=1. The yield is 0.500. (6) The reactants are [NH2:1][C:2]1[CH:3]=[C:4]2[C:9](=[C:10]([C:12]([N:14]([CH3:16])[CH3:15])=[O:13])[CH:11]=1)[N:8]=[CH:7][C:6]([C:17]#[N:18])=[C:5]2[NH:19][C:20]1[CH:25]=[CH:24][C:23]([F:26])=[C:22]([Cl:27])[CH:21]=1.[C:28]([C:30]1[CH:37]=[CH:36][C:33]([CH:34]=O)=[CH:32][CH:31]=1)#[N:29].[BH3-]C#N.[Na+]. No catalyst specified. The product is [Cl:27][C:22]1[CH:21]=[C:20]([NH:19][C:5]2[C:4]3[C:9](=[C:10]([C:12]([N:14]([CH3:15])[CH3:16])=[O:13])[CH:11]=[C:2]([NH:1][CH2:34][C:33]4[CH:36]=[CH:37][C:30]([C:28]#[N:29])=[CH:31][CH:32]=4)[CH:3]=3)[N:8]=[CH:7][C:6]=2[C:17]#[N:18])[CH:25]=[CH:24][C:23]=1[F:26]. The yield is 0.280. (7) The reactants are [CH2:1]([Li])CCC.[CH2:6]([O:13][C:14]1[C:19]([C:20]([CH3:23])([CH3:22])[CH3:21])=[CH:18][CH:17]=[CH:16][C:15]=1[C:24]1[CH:29]=[CH:28][CH:27]=[C:26]([C:30]([C:32]2[CH:37]=[CH:36][CH:35]=[CH:34][N:33]=2)=O)[CH:25]=1)[C:7]1[CH:12]=[CH:11][CH:10]=[CH:9][CH:8]=1.[Cl-].[NH4+]. The catalyst is [Br-].C[P+](C1C=CC=CC=1)(C1C=CC=CC=1)C1C=CC=CC=1.O1CCCC1. The product is [CH2:6]([O:13][C:14]1[C:19]([C:20]([CH3:22])([CH3:21])[CH3:23])=[CH:18][CH:17]=[CH:16][C:15]=1[C:24]1[CH:29]=[CH:28][CH:27]=[C:26]([C:30]([C:32]2[CH:37]=[CH:36][CH:35]=[CH:34][N:33]=2)=[CH2:1])[CH:25]=1)[C:7]1[CH:8]=[CH:9][CH:10]=[CH:11][CH:12]=1. The yield is 0.160.